This data is from Full USPTO retrosynthesis dataset with 1.9M reactions from patents (1976-2016). The task is: Predict the reactants needed to synthesize the given product. (1) Given the product [BrH:5].[NH2:1][C:2]1[S:3][CH:6]=[C:7]([C:8]([O:10][CH2:11][CH3:12])=[O:9])[N:4]=1, predict the reactants needed to synthesize it. The reactants are: [NH2:1][C:2]([NH2:4])=[S:3].[Br:5][CH2:6][C:7](=O)[C:8]([O:10][CH2:11][CH3:12])=[O:9]. (2) Given the product [Cl:1][C:2]1[CH:10]=[CH:9][C:8]2[N:7](/[CH:11]=[C:12](/[C:15]3[CH:20]=[CH:19][CH:18]=[CH:17][CH:16]=3)\[CH3:13])[C:6]3[CH2:21][CH2:22][N:23]([CH3:25])[CH2:24][C:5]=3[C:4]=2[CH:3]=1, predict the reactants needed to synthesize it. The reactants are: [Cl:1][C:2]1[CH:10]=[CH:9][C:8]2[N:7]([CH2:11][C:12]([C:15]3[CH:20]=[CH:19][CH:18]=[CH:17][CH:16]=3)(O)[CH3:13])[C:6]3[CH2:21][CH2:22][N:23]([CH3:25])[CH2:24][C:5]=3[C:4]=2[CH:3]=1.S(=O)(=O)(O)O.[OH-].[K+]. (3) The reactants are: [Cl:1][C:2]1[CH:8]=[C:7]([F:9])[CH:6]=[CH:5][C:3]=1[NH2:4].[C:10](Cl)(Cl)=[S:11].C(=O)(O)[O-].[Na+]. Given the product [Cl:1][C:2]1[CH:8]=[C:7]([F:9])[CH:6]=[CH:5][C:3]=1[N:4]=[C:10]=[S:11], predict the reactants needed to synthesize it. (4) The reactants are: [Cl:1][C:2]1[N:3]=[N:4][C:5]([Cl:8])=[CH:6][CH:7]=1.[CH3:9][CH:10](C)[C:11](O)=O.FC(F)(F)C(O)=O.S(OOS([O-])(=O)=O)([O-])(=O)=O.[NH4+].[NH4+].C([O-])(O)=O.[Na+]. Given the product [Cl:1][C:2]1[N:3]=[N:4][C:5]([Cl:8])=[CH:6][C:7]=1[CH:10]([CH3:11])[CH3:9], predict the reactants needed to synthesize it.